This data is from Catalyst prediction with 721,799 reactions and 888 catalyst types from USPTO. The task is: Predict which catalyst facilitates the given reaction. (1) Reactant: C(OC(=O)[NH:10][C:11]1([CH2:15][O:16][C:17]2[CH:22]=[CH:21][C:20]([C:23]3[CH:24]=[CH:25][C:26]4[N:27]([C:29]([C:33]5[CH:34]=[N:35][C:36]([NH2:43])=[C:37]([C:39]([F:42])([F:41])[F:40])[CH:38]=5)=[C:30]([CH3:32])[N:31]=4)[N:28]=3)=[CH:19][CH:18]=2)[CH2:14][O:13][CH2:12]1)C1C=CC=CC=1. The catalyst class is: 354. Product: [NH2:10][C:11]1([CH2:15][O:16][C:17]2[CH:22]=[CH:21][C:20]([C:23]3[CH:24]=[CH:25][C:26]4[N:27]([C:29]([C:33]5[CH:38]=[C:37]([C:39]([F:40])([F:41])[F:42])[C:36]([NH2:43])=[N:35][CH:34]=5)=[C:30]([CH3:32])[N:31]=4)[N:28]=3)=[CH:19][CH:18]=2)[CH2:14][O:13][CH2:12]1. (2) Reactant: [CH:1]1([C@H:7]([NH:12][C:13]([C:15]2[CH:19]=[C:18]([C:20]3[CH:25]=[CH:24][C:23]([O:26][CH3:27])=[CH:22][CH:21]=3)[S:17][C:16]=2[NH:28][C:29]([NH:31][C:32]2[C:37]([Cl:38])=[CH:36][C:35]([O:39][C:40]([F:43])([F:42])[F:41])=[CH:34][C:33]=2[Cl:44])=[O:30])=[O:14])[C:8]([O:10]C)=[O:9])[CH2:6][CH2:5][CH2:4][CH2:3][CH2:2]1.[OH-].[Li+]. Product: [CH:1]1([C@H:7]([NH:12][C:13]([C:15]2[CH:19]=[C:18]([C:20]3[CH:25]=[CH:24][C:23]([O:26][CH3:27])=[CH:22][CH:21]=3)[S:17][C:16]=2[NH:28][C:29]([NH:31][C:32]2[C:33]([Cl:44])=[CH:34][C:35]([O:39][C:40]([F:42])([F:43])[F:41])=[CH:36][C:37]=2[Cl:38])=[O:30])=[O:14])[C:8]([OH:10])=[O:9])[CH2:6][CH2:5][CH2:4][CH2:3][CH2:2]1. The catalyst class is: 1.